The task is: Predict the reactants needed to synthesize the given product.. This data is from Full USPTO retrosynthesis dataset with 1.9M reactions from patents (1976-2016). (1) Given the product [O:25]=[CH:10][C@@H:9]([C@@H:8]([C@@H:7]([CH2:6][OH:5])[OH:11])[OH:23])[OH:22], predict the reactants needed to synthesize it. The reactants are: P([O:5][CH2:6][C@H:7]1[O:11][C@@H:10](N2C3N=CN=C(N)C=3N=C2)[C@H:9]([OH:22])[C@@H:8]1[OH:23])(O)(O)=O.P(OC[C@H]1O[C@@H](N2C=CC(=O)NC2=O)[C@H](O)[C@@H]1O)(O)(O)=[O:25].P(OC[C@H]1O[C@@H](N2C3N=C(N)NC(=O)C=3N=C2)[C@H](O)[C@@H]1O)(O)(O)=O.P(OC[C@H]1O[C@@H](N2C=CC(N)=NC2=O)[C@H](O)[C@@H]1O)(O)(O)=O. (2) Given the product [Br:1][C:2]1[CH:3]=[C:4]([CH:7]=[C:8]([OH:11])[C:9]=1[O:10][CH2:23][C:22]1[CH:25]=[CH:26][CH:27]=[C:20]([O:19][CH3:18])[CH:21]=1)[CH:5]=[O:6], predict the reactants needed to synthesize it. The reactants are: [Br:1][C:2]1[CH:3]=[C:4]([CH:7]=[C:8]([OH:11])[C:9]=1[OH:10])[CH:5]=[O:6].C(=O)([O-])[O-].[Li+].[Li+].[CH3:18][O:19][C:20]1[CH:21]=[C:22]([CH:25]=[CH:26][CH:27]=1)[CH2:23]Cl. (3) Given the product [NH:11]1[C:19]2[CH:18]=[CH:17][CH:16]=[CH:15][C:14]=2[N:13]=[C:12]1[C@H:8]([NH:9][C:10]([NH:30][CH2:29][CH:23]1[CH2:28][CH2:27][CH2:26][CH2:25][CH2:24]1)=[O:20])[CH2:7][C:6]1[CH:21]=[CH:22][C:3]([O:2][CH3:1])=[CH:4][CH:5]=1, predict the reactants needed to synthesize it. The reactants are: [CH3:1][O:2][C:3]1[CH:22]=[CH:21][C:6]([CH2:7][C@@H:8]2[C:12]3=[N:13][C:14]4[CH:19]=[CH:18][CH:17]=[CH:16][C:15]=4[N:11]3[C:10](=[O:20])[NH:9]2)=[CH:5][CH:4]=1.[CH:23]1([CH2:29][NH2:30])[CH2:28][CH2:27][CH2:26][CH2:25][CH2:24]1.C(O)(C(F)(F)F)=O. (4) Given the product [Si:27]([O:26][CH2:25][CH2:24][CH2:23][CH2:22][O:1][C:2]1[CH:3]=[C:4]([CH:7]=[C:8]([O:10][CH2:22][CH2:23][CH2:24][CH2:11][O:14][Si:27]([C:30]([CH3:33])([CH3:32])[CH3:31])([CH3:29])[CH3:28])[CH:9]=1)[CH:5]=[O:6])([C:30]([CH3:33])([CH3:32])[CH3:31])([CH3:29])[CH3:28], predict the reactants needed to synthesize it. The reactants are: [OH:1][C:2]1[CH:3]=[C:4]([CH:7]=[C:8]([OH:10])[CH:9]=1)[CH:5]=[O:6].[C:11](=[O:14])([O-])[O-].[K+].[K+].CS(O[CH2:22][CH2:23][CH2:24][CH2:25][O:26][Si:27]([C:30]([CH3:33])([CH3:32])[CH3:31])([CH3:29])[CH3:28])(=O)=O. (5) Given the product [OH:17][C:4]1[C:5]2[O:6][C:7]3[CH:13]=[CH:12][CH:11]=[CH:10][C:8]=3[C:9]=2[CH:1]=[CH:2][CH:3]=1, predict the reactants needed to synthesize it. The reactants are: [CH:1]1[C:9]2[C:8]3[CH:10]=[CH:11][CH:12]=[CH:13][C:7]=3[O:6][C:5]=2[C:4](B(O)O)=[CH:3][CH:2]=1.[OH:17]O.Cl. (6) The reactants are: [N:1]1[C:2]([CH:10]=[O:11])=[CH:3][N:4]2[CH2:9][CH2:8][S:7][CH2:6][C:5]=12.[Mg+2].[Br-].[Br-].[N+:15]([C:18]1[CH:36]=[CH:35][C:21]([CH2:22][O:23][C:24]([C:26]2[N:27]3[C@H:30]([S:31][CH:32]=2)[C@@H:29]([Br:33])[C:28]3=[O:34])=[O:25])=[CH:20][CH:19]=1)([O-:17])=[O:16].[C:37](OC(=O)C)(=[O:39])[CH3:38].C(O)(=O)CC(CC(O)=O)(C(O)=O)O. Given the product [N+:15]([C:18]1[CH:36]=[CH:35][C:21]([CH2:22][O:23][C:24]([C:26]2[N:27]3[C@H:30]([S:31][CH:32]=2)[C:29]([CH:10]([O:11][C:37](=[O:39])[CH3:38])[C:2]2[N:1]=[C:5]4[N:4]([CH:3]=2)[CH2:9][CH2:8][S:7][CH2:6]4)([Br:33])[C:28]3=[O:34])=[O:25])=[CH:20][CH:19]=1)([O-:17])=[O:16], predict the reactants needed to synthesize it. (7) The reactants are: [OH:1][C@@H:2]([C@H:4]1[C:41](=[O:42])[N:6]2[C:7]([C:28]([O:30][CH2:31][C:32]3[CH:37]=[CH:36][C:35]([N+:38]([O-:40])=[O:39])=[CH:34][CH:33]=3)=[O:29])=[C:8]([C:11]3[S:15][C:14]4=[C:16]([C:19]([C:21]5[CH:22]=[N:23][C:24]([CH3:27])=[CH:25][CH:26]=5)=[O:20])[N:17]=[CH:18][N:13]4[CH:12]=3)[C@H:9]([CH3:10])[C@H:5]12)[CH3:3].[F:43][C:44]([F:51])([F:50])[S:45]([O:48]C)(=[O:47])=[O:46]. Given the product [F:43][C:44]([F:51])([F:50])[S:45]([O-:48])(=[O:47])=[O:46].[CH3:44][N+:23]1[C:24]([CH3:27])=[CH:25][CH:26]=[C:21]([C:19]([C:16]2[N:17]=[CH:18][N:13]3[CH:12]=[C:11]([C:8]4[C@H:9]([CH3:10])[C@@H:5]5[C@@H:4]([C@H:2]([OH:1])[CH3:3])[C:41](=[O:42])[N:6]5[C:7]=4[C:28]([O:30][CH2:31][C:32]4[CH:37]=[CH:36][C:35]([N+:38]([O-:40])=[O:39])=[CH:34][CH:33]=4)=[O:29])[S:15][C:14]=23)=[O:20])[CH:22]=1, predict the reactants needed to synthesize it. (8) Given the product [F:34][C:2]([F:1])([F:33])[C:3]1[CH:28]=[C:27]([C:29]([F:30])([F:32])[F:31])[CH:26]=[CH:25][C:4]=1[CH2:5][N:6]1[C:14]2[C:9](=[CH:10][C:11]([CH:15]=[C:16]3[S:20][C:19]([N:39]4[CH2:40][CH2:41][N:36]([CH3:35])[CH:37]([CH2:42][CH2:43][OH:44])[CH2:38]4)=[N:18][C:17]3=[O:24])=[CH:12][CH:13]=2)[CH:8]=[N:7]1, predict the reactants needed to synthesize it. The reactants are: [F:1][C:2]([F:34])([F:33])[C:3]1[CH:28]=[C:27]([C:29]([F:32])([F:31])[F:30])[CH:26]=[CH:25][C:4]=1[CH2:5][N:6]1[C:14]2[C:9](=[CH:10][C:11]([CH:15]=[C:16]3[S:20][C:19](SCC)=[N:18][C:17]3=[O:24])=[CH:12][CH:13]=2)[CH:8]=[N:7]1.[CH3:35][N:36]1[CH2:41][CH2:40][NH:39][CH2:38][CH:37]1[CH2:42][CH2:43][OH:44].